This data is from Reaction yield outcomes from USPTO patents with 853,638 reactions. The task is: Predict the reaction yield, written as a fraction of the theoretical maximum amount of product (1.0 means a 100% yield; for example, 0.34 means a 34% yield). (1) The reactants are [CH:1](=O)[C:2]1[C:3](=[CH:5][CH:6]=[CH:7][CH:8]=1)[OH:4].[NH:10]1[CH2:16][CH2:15][CH2:14][CH2:13][CH2:12][CH2:11]1.[S:17]1[CH2:23][C:21](=[O:22])[NH:20][C:18]1=S. No catalyst specified. The product is [N:10]1([C:18]2[S:17]/[C:23](=[CH:1]\[C:2]3[CH:8]=[CH:7][CH:6]=[CH:5][C:3]=3[OH:4])/[C:21](=[O:22])[N:20]=2)[CH2:16][CH2:15][CH2:14][CH2:13][CH2:12][CH2:11]1. The yield is 0.240. (2) The reactants are C([O:4][CH2:5][C:6]1[C:7]([N:27]2[CH2:39][CH2:38][N:30]3[C:31]4[CH2:32][CH2:33][CH2:34][CH2:35][C:36]=4[CH:37]=[C:29]3[C:28]2=[O:40])=[N:8][CH:9]=[CH:10][C:11]=1[C:12]1[CH:17]=[C:16]([NH:18][C:19]2[CH:24]=[CH:23][N:22]=[CH:21][N:20]=2)[C:15](=[O:25])[N:14]([CH3:26])[CH:13]=1)(=O)C.[Li+].[OH-]. The catalyst is CC(O)C.C1COCC1.O. The product is [OH:4][CH2:5][C:6]1[C:7]([N:27]2[CH2:39][CH2:38][N:30]3[C:31]4[CH2:32][CH2:33][CH2:34][CH2:35][C:36]=4[CH:37]=[C:29]3[C:28]2=[O:40])=[N:8][CH:9]=[CH:10][C:11]=1[C:12]1[CH:17]=[C:16]([NH:18][C:19]2[CH:24]=[CH:23][N:22]=[CH:21][N:20]=2)[C:15](=[O:25])[N:14]([CH3:26])[CH:13]=1. The yield is 0.482. (3) The reactants are [F:1][C:2]([F:17])([F:16])[C:3]1[CH:8]=[CH:7][C:6]([C:9]2[NH:13][N:12]=[C:11]([CH2:14]O)[CH:10]=2)=[CH:5][CH:4]=1.S(Cl)([Cl:20])=O. The catalyst is C(Cl)(Cl)Cl. The product is [Cl:20][CH2:14][C:11]1[CH:10]=[C:9]([C:6]2[CH:7]=[CH:8][C:3]([C:2]([F:17])([F:16])[F:1])=[CH:4][CH:5]=2)[NH:13][N:12]=1. The yield is 0.970.